From a dataset of Full USPTO retrosynthesis dataset with 1.9M reactions from patents (1976-2016). Predict the reactants needed to synthesize the given product. (1) Given the product [CH3:31][N:32]([CH3:33])[C:2]1[CH:11]=[C:10]2[C:5]([CH:6]=[C:7]([C:14]3[CH:15]=[C:16]([NH:21][C:22]([NH:24][C:25]4[CH:30]=[CH:29][CH:28]=[CH:27][CH:26]=4)=[O:23])[CH:17]=[CH:18][C:19]=3[CH3:20])[C:8](=[O:13])[N:9]2[CH3:12])=[CH:4][N:3]=1, predict the reactants needed to synthesize it. The reactants are: Cl[C:2]1[CH:11]=[C:10]2[C:5]([CH:6]=[C:7]([C:14]3[CH:15]=[C:16]([NH:21][C:22]([NH:24][C:25]4[CH:30]=[CH:29][CH:28]=[CH:27][CH:26]=4)=[O:23])[CH:17]=[CH:18][C:19]=3[CH3:20])[C:8](=[O:13])[N:9]2[CH3:12])=[CH:4][N:3]=1.[CH3:31][NH:32][CH3:33]. (2) Given the product [CH3:1][O:2][C:3]1[C:8]([O:9][CH3:10])=[CH:7][CH:6]=[CH:5][C:4]=1[C:11]1[C:12]2[N:13]([N:17]=[C:18]([NH:20][C:21]3[CH:26]=[CH:25][C:24]([CH:27]4[CH2:32][CH2:31][N:30]([CH2:34][C:35]([N:37]([CH3:39])[CH3:38])=[O:36])[CH2:29][CH2:28]4)=[CH:23][CH:22]=3)[N:19]=2)[CH:14]=[CH:15][CH:16]=1, predict the reactants needed to synthesize it. The reactants are: [CH3:1][O:2][C:3]1[C:8]([O:9][CH3:10])=[CH:7][CH:6]=[CH:5][C:4]=1[C:11]1[C:12]2[N:13]([N:17]=[C:18]([NH:20][C:21]3[CH:26]=[CH:25][C:24]([CH:27]4[CH2:32][CH2:31][NH:30][CH2:29][CH2:28]4)=[CH:23][CH:22]=3)[N:19]=2)[CH:14]=[CH:15][CH:16]=1.Cl[CH2:34][C:35]([N:37]([CH3:39])[CH3:38])=[O:36]. (3) Given the product [CH:18]1([CH2:24][N:25]2[C:29]3[CH:30]=[CH:31][C:32]([C:34]([N:4]4[CH2:5][C@H:6]([CH3:8])[O:7][C@H:2]([CH3:1])[CH2:3]4)=[O:35])=[CH:33][C:28]=3[N:27]=[C:26]2[C:37]([CH3:40])([CH3:41])[CH2:38][CH3:39])[CH2:19][CH2:20][CH2:21][CH2:22][CH2:23]1, predict the reactants needed to synthesize it. The reactants are: [CH3:1][C@H:2]1[O:7][C@@H:6]([CH3:8])[CH2:5][NH:4][CH2:3]1.C(N(C(C)C)CC)(C)C.[CH:18]1([CH2:24][N:25]2[C:29]3[CH:30]=[CH:31][C:32]([C:34](O)=[O:35])=[CH:33][C:28]=3[N:27]=[C:26]2[C:37]([CH3:41])([CH3:40])[CH2:38][CH3:39])[CH2:23][CH2:22][CH2:21][CH2:20][CH2:19]1.CN(C(ON1N=NC2C=CC=NC1=2)=[N+](C)C)C.F[P-](F)(F)(F)(F)F. (4) Given the product [CH3:1][O:2][C:3]([C:5]1[N:6]=[C:7]([NH:10][C:11](=[O:20])[C@@H:12]([NH2:19])[CH2:13][C:14]2[S:15][CH:16]=[CH:17][N:18]=2)[S:8][CH:9]=1)=[O:4], predict the reactants needed to synthesize it. The reactants are: [CH3:1][O:2][C:3]([C:5]1[N:6]=[C:7]([NH:10][C:11](=[O:20])[CH:12]([NH2:19])[CH2:13][C:14]2[S:15][CH:16]=[CH:17][N:18]=2)[S:8][CH:9]=1)=[O:4].C(OC(N[C@H](C1C=CC=CC=1)C(O)=O)=O)(C)(C)C.COC(C1N=C(NC(=O)[C@@H](N)CC2C=CC=CC=2)SC=1)=O.C(OC(N[C@@H](CC1SC=CN=1)C(O)=O)=O)(C)(C)C. (5) Given the product [CH3:1][O:2][C:3]1[CH:4]=[C:5]([CH:24]=[CH:25][C:26]=1[O:27][CH3:28])[CH2:6][NH:7][C:8]1[N:13]2[N:14]=[C:15]([C:17]3[O:18][CH:19]=[CH:20][CH:21]=3)[N:16]=[C:12]2[CH:11]=[C:10]([CH2:22][O:23][C:30]2[CH:31]=[CH:32][CH:33]=[CH:34][N:29]=2)[N:9]=1.[CH3:1][O:2][C:3]1[CH:4]=[C:5]([CH:24]=[CH:25][C:26]=1[O:27][CH3:28])[CH2:6][NH:7][C:8]1[N:13]2[N:14]=[C:15]([C:17]3[O:18][CH:19]=[CH:20][CH:21]=3)[N:16]=[C:12]2[CH:11]=[C:10]([CH2:22][N:29]2[CH:34]=[CH:33][CH:32]=[CH:31][C:30]2=[O:35])[N:9]=1, predict the reactants needed to synthesize it. The reactants are: [CH3:1][O:2][C:3]1[CH:4]=[C:5]([CH:24]=[CH:25][C:26]=1[O:27][CH3:28])[CH2:6][NH:7][C:8]1[N:13]2[N:14]=[C:15]([C:17]3[O:18][CH:19]=[CH:20][CH:21]=3)[N:16]=[C:12]2[CH:11]=[C:10]([CH2:22][OH:23])[N:9]=1.[N:29]1[CH:34]=[CH:33][CH:32]=[CH:31][C:30]=1[OH:35].C(C=P(CCCC)(CCCC)CCCC)#N.C(=O)(O)[O-].[Na+]. (6) Given the product [CH3:3][C:4]1[N:5]=[C:6]2[CH:11]=[CH:10][CH:9]=[CH:8][N:7]2[C:12]=1[CH2:13][OH:14], predict the reactants needed to synthesize it. The reactants are: [BH4-].[Na+].[CH3:3][C:4]1[N:5]=[C:6]2[CH:11]=[CH:10][CH:9]=[CH:8][N:7]2[C:12]=1[CH:13]=[O:14]. (7) The reactants are: [CH3:1][O:2][C:3]([C:5]1[N:6]=[C:7]([NH2:10])[S:8][CH:9]=1)=[O:4].[C:11]1([CH:17]([C:21]2[CH:26]=[CH:25][CH:24]=[CH:23][CH:22]=2)[C:18](O)=[O:19])[CH:16]=[CH:15][CH:14]=[CH:13][CH:12]=1.[CH2:27](N(CC)CC)C.F[P-](F)(F)(F)(F)F.N1(OC(N(C)C)=[N+](C)C)C2N=CC=CC=2N=N1. Given the product [CH2:1]([O:2][C:3]([C:5]1[N:6]=[C:7]([NH:10][C:18](=[O:19])[CH:17]([C:21]2[CH:26]=[CH:25][CH:24]=[CH:23][CH:22]=2)[C:11]2[CH:16]=[CH:15][CH:14]=[CH:13][CH:12]=2)[S:8][CH:9]=1)=[O:4])[CH3:27], predict the reactants needed to synthesize it. (8) Given the product [Br:35][CH2:36][CH2:37][CH2:38][O:13][C:14]1[CH:23]=[C:22]2[C:17]([C:18](=[O:32])[N:19]([CH2:24][O:25][C:26](=[O:31])[C:27]([CH3:28])([CH3:29])[CH3:30])[CH:20]=[N:21]2)=[CH:16][C:15]=1[O:33][CH3:34], predict the reactants needed to synthesize it. The reactants are: N(C(OCC)=O)=NC(OCC)=O.[OH:13][C:14]1[CH:23]=[C:22]2[C:17]([C:18](=[O:32])[N:19]([CH2:24][O:25][C:26](=[O:31])[C:27]([CH3:30])([CH3:29])[CH3:28])[CH:20]=[N:21]2)=[CH:16][C:15]=1[O:33][CH3:34].[Br:35][CH2:36][CH2:37][CH2:38]O.C1(P(C2C=CC=CC=2)C2C=CC=CC=2)C=CC=CC=1. (9) Given the product [OH:4][C@@H:5]1[CH2:28][C@@H:9]2[C:10](=[O:27])[O:11][C:12]3[C@@H:13]4[CH2:20][CH2:19][C@H:18]([C@H:21]([CH3:25])[CH2:22][O:23][CH3:24])[C@@:14]4([CH3:26])[CH2:15][CH2:16][C:17]=3[C@@:8]2([CH3:29])[CH2:7][CH2:6]1, predict the reactants needed to synthesize it. The reactants are: COC[O:4][C@@H:5]1[CH2:28][C@@H:9]2[C:10](=[O:27])[O:11][C:12]3[C@@H:13]4[CH2:20][CH2:19][C@H:18]([C@H:21]([CH3:25])[CH2:22][O:23][CH3:24])[C@@:14]4([CH3:26])[CH2:15][CH2:16][C:17]=3[C@@:8]2([CH3:29])[CH2:7][CH2:6]1.CC1C=CC(S(O)(=O)=O)=CC=1.[Cl-].[NH4+].